Dataset: Reaction yield outcomes from USPTO patents with 853,638 reactions. Task: Predict the reaction yield, written as a fraction of the theoretical maximum amount of product (1.0 means a 100% yield; for example, 0.34 means a 34% yield). (1) The reactants are C(Cl)CCl.[C:5]([NH:12][C@H:13]([C:17]([OH:19])=O)[CH:14]([CH3:16])[CH3:15])([O:7][C:8]([CH3:11])([CH3:10])[CH3:9])=[O:6].[F:20][C:21]1[CH:22]=[C:23]([CH:48]=[CH:49][C:50]=1[F:51])[C:24]([N:26]=[C:27]([NH:42][C@@H:43]([CH3:47])[CH2:44][O:45][CH3:46])[NH:28][C:29]1[C:37]2[C:32](=[CH:33][C:34]([C:38]([F:41])([F:40])[F:39])=[CH:35][CH:36]=2)[NH:31][N:30]=1)=[O:25]. The catalyst is C(Cl)Cl. The product is [F:20][C:21]1[CH:22]=[C:23]([CH:48]=[CH:49][C:50]=1[F:51])[C:24]([N:26]=[C:27]([NH:42][C@@H:43]([CH3:47])[CH2:44][O:45][CH3:46])[NH:28][C:29]1[C:37]2[C:32](=[CH:33][C:34]([C:38]([F:39])([F:40])[F:41])=[CH:35][CH:36]=2)[N:31]([C:17](=[O:19])[C@@H:13]([NH:12][C:5](=[O:6])[O:7][C:8]([CH3:9])([CH3:10])[CH3:11])[CH:14]([CH3:15])[CH3:16])[N:30]=1)=[O:25]. The yield is 0.790. (2) The reactants are [CH3:1][O:2][C:3]1[CH:4]=[C:5]2[C:10](=[CH:11][C:12]=1[O:13][CH3:14])[N:9]=[CH:8][N:7]=[C:6]2[O:15][C:16]1[CH:17]=[C:18]([CH:20]=[CH:21][CH:22]=1)[NH2:19].[C:23]([C:27]1[CH:32]=[CH:31][C:30]([N:33]=[C:34]=[O:35])=[CH:29][CH:28]=1)([CH3:26])([CH3:25])[CH3:24]. The catalyst is CN(C=O)C.O. The product is [C:23]([C:27]1[CH:32]=[CH:31][C:30]([NH:33][C:34]([NH:19][C:18]2[CH:20]=[CH:21][CH:22]=[C:16]([O:15][C:6]3[C:5]4[C:10](=[CH:11][C:12]([O:13][CH3:14])=[C:3]([O:2][CH3:1])[CH:4]=4)[N:9]=[CH:8][N:7]=3)[CH:17]=2)=[O:35])=[CH:29][CH:28]=1)([CH3:26])([CH3:24])[CH3:25]. The yield is 0.380.